This data is from Reaction yield outcomes from USPTO patents with 853,638 reactions. The task is: Predict the reaction yield, written as a fraction of the theoretical maximum amount of product (1.0 means a 100% yield; for example, 0.34 means a 34% yield). (1) The reactants are C(OC([N:8]([C@H:16]1[CH2:24][CH2:23][CH2:22][C@H:21]([OH:25])[C@@H:20]([OH:26])[C@H:19]([CH3:27])[O:18][C:17]1=[O:28])[C:9](=[O:15])[O:10][C:11]([CH3:14])([CH3:13])[CH3:12])=O)(C)(C)C.[CH3:29][C:30]1[CH:35]=[CH:34][C:33](S(O)(=O)=O)=[CH:32][CH:31]=1.C(=O)C1C=CC=CC=1.[O-]S([O-])(=O)=O.[Mg+2]. The catalyst is C(Cl)Cl. The product is [CH3:27][C@H:19]1[C@@H:20]2[O:26][CH:29]([C:30]3[CH:35]=[CH:34][CH:33]=[CH:32][CH:31]=3)[O:25][C@H:21]2[CH2:22][CH2:23][CH2:24][C@H:16]([NH:8][C:9](=[O:15])[O:10][C:11]([CH3:12])([CH3:13])[CH3:14])[C:17](=[O:28])[O:18]1. The yield is 0.990. (2) The reactants are [N:1]1[CH:6]=[CH:5][CH:4]=[CH:3][C:2]=1[CH2:7][CH2:8][CH2:9][CH2:10][C:11]([OH:13])=O.S(Cl)(Cl)=O.Cl.[NH2:19][C:20]1[C:28]([OH:29])=[C:27]2[C:23]([CH2:24][CH2:25][CH:26]2[CH2:30][CH2:31][NH:32][C:33](=[O:35])[CH3:34])=[CH:22][CH:21]=1.O. The catalyst is N1C=CC=CC=1.C(OCC)(=O)C. The product is [C:33]([NH:32][CH2:31][CH2:30][CH:26]1[C:27]2[C:23](=[CH:22][CH:21]=[C:20]([NH:19][C:11](=[O:13])[CH2:10][CH2:9][CH2:8][CH2:7][C:2]3[CH:3]=[CH:4][CH:5]=[CH:6][N:1]=3)[C:28]=2[OH:29])[CH2:24][CH2:25]1)(=[O:35])[CH3:34]. The yield is 0.260. (3) The yield is 0.700. The product is [CH:13]1([O:12][C:4]2[N:3]=[C:2]([NH:18][C:19]3[CH:24]=[CH:23][C:22]([CH2:25][CH2:26][OH:27])=[CH:21][CH:20]=3)[CH:7]=[C:6]([C:8]([F:11])([F:10])[F:9])[N:5]=2)[CH2:17][CH2:16][CH2:15][CH2:14]1. The catalyst is CN1C(=O)CCC1.O. The reactants are Cl[C:2]1[CH:7]=[C:6]([C:8]([F:11])([F:10])[F:9])[N:5]=[C:4]([O:12][CH:13]2[CH2:17][CH2:16][CH2:15][CH2:14]2)[N:3]=1.[NH2:18][C:19]1[CH:24]=[CH:23][C:22]([CH2:25][CH2:26][OH:27])=[CH:21][CH:20]=1. (4) The reactants are [OH:1][CH2:2][C:3]1[N:8]([CH3:9])[C:7](=[O:10])[C:6]2[S:11][C:12]3[CH2:17][CH2:16][CH2:15][CH2:14][C:13]=3[C:5]=2[C:4]=1[C:18]1[C:19]([CH3:28])=[C:20]2[C:25](=[CH:26][CH:27]=1)[O:24][CH2:23][CH2:22][CH2:21]2. The catalyst is C(Cl)(Cl)Cl.[O-2].[Mn+4].[O-2]. The product is [CH3:9][N:8]1[C:3]([CH:2]=[O:1])=[C:4]([C:18]2[C:19]([CH3:28])=[C:20]3[C:25](=[CH:26][CH:27]=2)[O:24][CH2:23][CH2:22][CH2:21]3)[C:5]2[C:13]3[CH2:14][CH2:15][CH2:16][CH2:17][C:12]=3[S:11][C:6]=2[C:7]1=[O:10]. The yield is 0.840. (5) The reactants are [CH2:1]([SH:3])[CH3:2].[H-].[Na+].Cl[C:7]1[CH:12]=[CH:11][CH:10]=[C:9]([C:13]#[N:14])[N:8]=1. The catalyst is O1CCCC1. The product is [C:13]([C:9]1[CH:10]=[CH:11][CH:12]=[C:7]([S:3][CH2:1][CH3:2])[N:8]=1)#[N:14]. The yield is 0.860. (6) The reactants are C([O:5][C:6]([C@H:8]1[CH2:12][CH2:11][CH2:10][N:9]1[C:13](=[O:40])[CH2:14][CH2:15][N:16]([CH2:33][C:34]1[CH:39]=[CH:38][CH:37]=[CH:36][CH:35]=1)[CH2:17][CH2:18][C:19]([N:21]1[CH2:25][CH2:24][CH2:23][C@@H:22]1[C:26]([O:28]C(C)(C)C)=[O:27])=[O:20])=[O:7])(C)(C)C.[F:41][C:42]([F:47])([F:46])[C:43]([OH:45])=[O:44]. The catalyst is ClCCl.CCOCC. The product is [F:41][C:42]([F:47])([F:46])[C:43]([OH:45])=[O:44].[CH2:33]([N:16]([CH2:15][CH2:14][C:13]([N:9]1[CH2:10][CH2:11][CH2:12][C@@H:8]1[C:6]([OH:7])=[O:5])=[O:40])[CH2:17][CH2:18][C:19]([N:21]1[CH2:25][CH2:24][CH2:23][C@@H:22]1[C:26]([OH:28])=[O:27])=[O:20])[C:34]1[CH:35]=[CH:36][CH:37]=[CH:38][CH:39]=1. The yield is 0.800. (7) The reactants are [CH2:1]([O:8][C:9]1[CH:10]=[C:11]([C:15]([CH3:21])([CH3:20])/[CH:16]=[CH:17]/[C:18]#[N:19])[CH:12]=[CH:13][CH:14]=1)[C:2]1[CH:7]=[CH:6][CH:5]=[CH:4][CH:3]=1.N. The catalyst is CO.[Ni]. The product is [CH2:1]([O:8][C:9]1[CH:10]=[C:11]([C:15]([CH3:21])([CH3:20])/[CH:16]=[CH:17]/[CH2:18][NH2:19])[CH:12]=[CH:13][CH:14]=1)[C:2]1[CH:3]=[CH:4][CH:5]=[CH:6][CH:7]=1. The yield is 0.920.